This data is from Forward reaction prediction with 1.9M reactions from USPTO patents (1976-2016). The task is: Predict the product of the given reaction. (1) Given the reactants [NH2:1][C:2]1[CH:7]=[CH:6][C:5]([OH:8])=[CH:4][CH:3]=1.[CH:9](=O)[C:10]1[CH:15]=[CH:14][CH:13]=[CH:12][CH:11]=1, predict the reaction product. The product is: [CH:9](=[N:1][C:2]1[CH:7]=[CH:6][C:5]([OH:8])=[CH:4][CH:3]=1)[C:10]1[CH:15]=[CH:14][CH:13]=[CH:12][CH:11]=1. (2) Given the reactants [CH2:1]([C:5]1[CH:10]=[CH:9][C:8]([C:11]#[C:12][C:13]2[CH:38]=[CH:37][C:16]([C:17]([N:19]([CH2:26][C:27]3[CH:28]=[CH:29][C:30]([OH:36])=[C:31]([CH:35]=3)[C:32]([OH:34])=[O:33])[CH2:20][CH2:21][CH2:22][CH2:23][CH2:24][CH3:25])=[O:18])=[CH:15][CH:14]=2)=[CH:7][CH:6]=1)[CH2:2][CH2:3][CH3:4].[CH3:39][NH:40][CH2:41][C@@H:42]([C@H:44]([C@@H:46]([C@@H:48]([CH2:50][OH:51])[OH:49])[OH:47])[OH:45])[OH:43], predict the reaction product. The product is: [CH3:39][NH:40][CH2:41][C@@H:42]([C@H:44]([C@@H:46]([C@@H:48]([CH2:50][OH:51])[OH:49])[OH:47])[OH:45])[OH:43].[CH2:1]([C:5]1[CH:6]=[CH:7][C:8]([C:11]#[C:12][C:13]2[CH:38]=[CH:37][C:16]([C:17]([N:19]([CH2:26][C:27]3[CH:28]=[CH:29][C:30]([OH:36])=[C:31]([CH:35]=3)[C:32]([OH:34])=[O:33])[CH2:20][CH2:21][CH2:22][CH2:23][CH2:24][CH3:25])=[O:18])=[CH:15][CH:14]=2)=[CH:9][CH:10]=1)[CH2:2][CH2:3][CH3:4]. (3) Given the reactants [NH2:1][C:2]1[S:3][C:4]2[CH:10]=[C:9]([O:11][C:12]3[CH:13]=[C:14]([NH:20][C:21](=[O:33])[C:22]4[CH:27]=[CH:26][CH:25]=[C:24]([C:28]([C:31]#[N:32])([CH3:30])[CH3:29])[CH:23]=4)[CH:15]=[CH:16][C:17]=3[O:18][CH3:19])[CH:8]=[CH:7][C:5]=2[N:6]=1.[CH:34]1([C:37](Cl)=[O:38])[CH2:36][CH2:35]1, predict the reaction product. The product is: [C:31]([C:28]([C:24]1[CH:23]=[C:22]([CH:27]=[CH:26][CH:25]=1)[C:21]([NH:20][C:14]1[CH:15]=[CH:16][C:17]([O:18][CH3:19])=[C:12]([O:11][C:9]2[CH:8]=[CH:7][C:5]3[N:6]=[C:2]([NH:1][C:37]([CH:34]4[CH2:36][CH2:35]4)=[O:38])[S:3][C:4]=3[CH:10]=2)[CH:13]=1)=[O:33])([CH3:30])[CH3:29])#[N:32]. (4) Given the reactants [CH2:1]([O:3][C:4](=[O:18])[CH2:5][O:6][C:7]1[CH:12]=[CH:11][C:10]([O:13]C(=O)C)=[CH:9][C:8]=1[CH3:17])[CH3:2].[O-]CC.[Na+].Cl, predict the reaction product. The product is: [CH2:1]([O:3][C:4](=[O:18])[CH2:5][O:6][C:7]1[CH:12]=[CH:11][C:10]([OH:13])=[CH:9][C:8]=1[CH3:17])[CH3:2].